The task is: Predict which catalyst facilitates the given reaction.. This data is from Catalyst prediction with 721,799 reactions and 888 catalyst types from USPTO. (1) Reactant: [H-].[Na+].C(OP([CH2:11][C:12]#[N:13])(=O)OCC)C.[CH2:14]([O:16][C:17]([N:19]1[CH2:24][CH2:23][C:22](=O)[CH2:21][CH2:20]1)=[O:18])[CH3:15]. Product: [CH2:14]([O:16][C:17]([N:19]1[CH2:24][CH2:23][C:22](=[CH:11][C:12]#[N:13])[CH2:21][CH2:20]1)=[O:18])[CH3:15]. The catalyst class is: 7. (2) Reactant: [C:1]1([C:7]2[O:11][N:10]=[C:9]([C:12]3[CH:13]=[C:14]([CH:19]=[CH:20][CH:21]=3)[C:15]([O:17]C)=[O:16])[CH:8]=2)[CH:6]=[CH:5][CH:4]=[CH:3][CH:2]=1.[OH-].[Na+].O1CCCC1.Cl. Product: [C:1]1([C:7]2[O:11][N:10]=[C:9]([C:12]3[CH:13]=[C:14]([CH:19]=[CH:20][CH:21]=3)[C:15]([OH:17])=[O:16])[CH:8]=2)[CH:2]=[CH:3][CH:4]=[CH:5][CH:6]=1. The catalyst class is: 72. (3) Reactant: [NH2:1][C:2]1[NH:3][C:4]2[CH:10]=[C:9]([CH:11]=[C:12]3[S:16][C:15](=[N:17][C:18]4[CH:23]=[CH:22][CH:21]=[CH:20][C:19]=4[Br:24])[NH:14][C:13]3=[O:25])[CH:8]=[CH:7][C:5]=2[N:6]=1.[CH3:26][N:27]([CH2:29][C:30](O)=[O:31])[CH3:28].CN(C(ON1N=NC2C=CC=CC1=2)=[N+](C)C)C.F[P-](F)(F)(F)(F)F.C(N(CC)CC)C. Product: [Br:24][C:19]1[CH:20]=[CH:21][CH:22]=[CH:23][C:18]=1[N:17]=[C:15]1[NH:14][C:13](=[O:25])[C:12](=[CH:11][C:9]2[CH:8]=[CH:7][C:5]3[N:6]=[C:2]([NH:1][C:30](=[O:31])[CH2:29][N:27]([CH3:28])[CH3:26])[NH:3][C:4]=3[CH:10]=2)[S:16]1. The catalyst class is: 3. (4) Reactant: [F-].C([N+](CCCC)(CCCC)CCCC)CCC.[OH:19][CH:20]([C:31]1[C:32]([C:46]2[CH:51]=[CH:50][CH:49]=[CH:48][CH:47]=2)=[N:33][N:34]2[C:39]([Si](C)(C)C)=[C:38]([O:44][CH3:45])[CH:37]=[CH:36][C:35]=12)[C:21]1[N:26]=[C:25]([C:27]([O:29][CH3:30])=[O:28])[CH:24]=[CH:23][CH:22]=1.[Cl-].[NH4+]. Product: [OH:19][CH:20]([C:31]1[C:32]([C:46]2[CH:51]=[CH:50][CH:49]=[CH:48][CH:47]=2)=[N:33][N:34]2[CH:39]=[C:38]([O:44][CH3:45])[CH:37]=[CH:36][C:35]=12)[C:21]1[N:26]=[C:25]([C:27]([O:29][CH3:30])=[O:28])[CH:24]=[CH:23][CH:22]=1. The catalyst class is: 7. (5) Reactant: [C:1]([O:5][C:6]([NH:8][CH:9]([CH2:13][C:14]1[CH:19]=[CH:18][CH:17]=[CH:16][CH:15]=1)[C:10]([OH:12])=O)=[O:7])([CH3:4])([CH3:3])[CH3:2].[CH3:20][O:21][C:22](=[O:35])[C@@H:23]([NH:30][C:31]([NH2:34])=[N:32][NH2:33])[CH2:24][CH2:25][CH2:26][N+:27]([O-:29])=[O:28].Cl.CN(C)CCCN=C=NCC.ON1C2C=CC=CC=2N=N1.C(N(CC)CC)C. Product: [CH3:20][O:21][C:22](=[O:35])[C@@H:23]([NH:30][C:31]([NH2:34])=[N:32][NH:33][C:10](=[O:12])[C@H:9]([NH:8][C:6]([O:5][C:1]([CH3:2])([CH3:3])[CH3:4])=[O:7])[CH2:13][C:14]1[CH:19]=[CH:18][CH:17]=[CH:16][CH:15]=1)[CH2:24][CH2:25][CH2:26][N+:27]([O-:29])=[O:28]. The catalyst class is: 3.